Regression. Given a peptide amino acid sequence and an MHC pseudo amino acid sequence, predict their binding affinity value. This is MHC class I binding data. From a dataset of Peptide-MHC class I binding affinity with 185,985 pairs from IEDB/IMGT. The peptide sequence is FRAFRNLNV. The MHC is HLA-B08:01 with pseudo-sequence HLA-B08:01. The binding affinity (normalized) is 0.193.